Dataset: Blood-brain barrier penetration binary classification data from Martins et al.. Task: Regression/Classification. Given a drug SMILES string, predict its absorption, distribution, metabolism, or excretion properties. Task type varies by dataset: regression for continuous measurements (e.g., permeability, clearance, half-life) or binary classification for categorical outcomes (e.g., BBB penetration, CYP inhibition). Dataset: bbb_martins. (1) The molecule is Cc1cn([C@H]2C[C@H](F)[C@@H](CO)O2)c(=O)[nH]c1=O. The result is 1 (penetrates BBB). (2) The drug is NS(=O)(=O)c1cc2c(cc1Cl)NC(C(Cl)Cl)NS2(=O)=O. The result is 0 (does not penetrate BBB). (3) The molecule is C[S+](CC[C@H](N)C(=O)[O-])C[C@H]1O[C@@H](n2cnc3c(N)ncnc32)[C@H](O)[C@@H]1O. The result is 1 (penetrates BBB). (4) The compound is CC[C@]12CCN(CC3(O)CC3)[C@H](Cc3ccc(O)cc31)C2(C)C. The result is 1 (penetrates BBB). (5) The molecule is Fc1ccc(-c2ccc(CN3CCN(c4cccc5ccoc45)CC3)[nH]2)cc1. The result is 1 (penetrates BBB). (6) The drug is C#CC(O)(/C=C/Cl)CC. The result is 1 (penetrates BBB). (7) The drug is N[C@@H](C(=O)N[C@@H]1C(=O)N2C(C(=O)O)=C(Cl)CS[C@H]12)c1ccccc1. The result is 0 (does not penetrate BBB). (8) The compound is Cc1ccccc1C(OCCN(C)C)c1ccccc1. The result is 1 (penetrates BBB). (9) The drug is CN1C(=O)CN(C(N)=O)C(c2ccccc2)c2cc(Cl)ccc21. The result is 1 (penetrates BBB).